Task: Predict the product of the given reaction.. Dataset: Forward reaction prediction with 1.9M reactions from USPTO patents (1976-2016) (1) Given the reactants [Cl:1][C:2]1[CH:8]=[CH:7][C:5]([OH:6])=[CH:4][C:3]=1[OH:9].[C:10]([CH2:12][CH2:13][CH2:14][CH2:15][O:16][C:17]1[CH:18]=[C:19]([CH2:23][C:24]([OH:26])=O)[CH:20]=[CH:21][CH:22]=1)#[N:11].P(Cl)(Cl)(Cl)(Cl)Cl.[CH3:33]N(C=O)C, predict the reaction product. The product is: [Cl:1][C:2]1[CH:8]=[C:7]2[C:5](=[CH:4][C:3]=1[OH:9])[O:6][CH:33]=[C:23]([C:19]1[CH:18]=[C:17]([CH:22]=[CH:21][CH:20]=1)[O:16][CH2:15][CH2:14][CH2:13][CH2:12][C:10]#[N:11])[C:24]2=[O:26]. (2) The product is: [ClH:21].[ClH:21].[CH3:24][CH:25]([CH3:49])[CH2:26][N:27]([C@H:28]1[CH2:33][C@@H:32]([C:34]([N:36]2[CH2:41][CH2:40][O:39][CH2:38][CH2:37]2)=[O:35])[CH2:31][NH:30][CH2:29]1)[C:20]([CH:8]1[N:7]([CH2:6][CH2:5][CH2:4][CH2:3][O:2][CH3:1])[C:11]2[C:12]([C:16]([O:18][CH3:19])=[O:17])=[CH:13][CH:14]=[CH:15][C:10]=2[NH:9]1)=[O:51]. Given the reactants [CH3:1][O:2][CH2:3][CH2:4][CH2:5][CH2:6][N:7]1[C:11]2[C:12]([C:16]([O:18][CH3:19])=[O:17])=[CH:13][CH:14]=[CH:15][C:10]=2[N:9]=[C:8]1[C:20](Cl)(Cl)[Cl:21].[CH3:24][CH:25]([CH3:49])[CH2:26][NH:27][C@H:28]1[CH2:33][C@@H:32]([C:34]([N:36]2[CH2:41][CH2:40][O:39][CH2:38][CH2:37]2)=[O:35])[CH2:31][N:30](C(OC(C)(C)C)=O)[CH2:29]1.C(=O)([O-])[O-:51].[K+].[K+], predict the reaction product.